This data is from Catalyst prediction with 721,799 reactions and 888 catalyst types from USPTO. The task is: Predict which catalyst facilitates the given reaction. (1) Reactant: [C:1]([C:4]1[C:22](=[O:23])[C@@:8]2([CH3:24])[C:9]3[C:15]([OH:16])=[CH:14][C:13]([O:17][CH3:18])=[C:12]([C:19]([NH2:21])=[O:20])[C:10]=3[O:11][C:7]2=[CH:6][C:5]=1[OH:25])(=[O:3])[CH3:2].[O:26]([C:33]1[CH:40]=[CH:39][C:36]([CH:37]=O)=[CH:35][CH:34]=1)[C:27]1[CH:32]=[CH:31][CH:30]=[CH:29][CH:28]=1.C([SiH](CC)CC)C.FC(F)(F)C(O)=O. Product: [C:1]([C:4]1[C:22](=[O:23])[C@@:8]2([CH3:24])[C:9]3[C:15]([OH:16])=[CH:14][C:13]([O:17][CH3:18])=[C:12]([C:19]([NH:21][CH2:37][C:36]4[CH:39]=[CH:40][C:33]([O:26][C:27]5[CH:28]=[CH:29][CH:30]=[CH:31][CH:32]=5)=[CH:34][CH:35]=4)=[O:20])[C:10]=3[O:11][C:7]2=[CH:6][C:5]=1[OH:25])(=[O:3])[CH3:2]. The catalyst class is: 11. (2) Product: [Cl:1][C:2]1[CH:12]=[CH:11][C:5]2[S:6][C:7](/[CH:9]=[CH:14]/[C:15]([OH:17])=[O:16])=[CH:8][C:4]=2[CH:3]=1. Reactant: [Cl:1][C:2]1[CH:12]=[CH:11][C:5]2[S:6][C:7]([CH:9]=O)=[CH:8][C:4]=2[CH:3]=1.C(O)(=O)[CH2:14][C:15]([OH:17])=[O:16].N1C=CC=CC=1.N1CCCCC1. The catalyst class is: 6. (3) Reactant: Br[CH2:2][CH2:3][CH2:4][CH2:5][O:6][CH2:7][CH2:8][O:9][CH2:10][CH2:11][O:12][CH2:13][CH2:14][O:15][CH2:16][C:17]1[CH:22]=[CH:21][CH:20]=[CH:19][CH:18]=1.[I-:23].[Na+]. Product: [I:23][CH2:2][CH2:3][CH2:4][CH2:5][O:6][CH2:7][CH2:8][O:9][CH2:10][CH2:11][O:12][CH2:13][CH2:14][O:15][CH2:16][C:17]1[CH:22]=[CH:21][CH:20]=[CH:19][CH:18]=1. The catalyst class is: 21. (4) Reactant: [Br:1][C:2]1[CH:7]=[CH:6][C:5]([CH:8]2[CH2:13][CH2:12][NH:11][CH2:10][CH2:9]2)=[CH:4][CH:3]=1.[C:14](O[C:14]([O:16][C:17]([CH3:20])([CH3:19])[CH3:18])=[O:15])([O:16][C:17]([CH3:20])([CH3:19])[CH3:18])=[O:15]. Product: [C:17]([O:16][C:14]([N:11]1[CH2:10][CH2:9][CH:8]([C:5]2[CH:6]=[CH:7][C:2]([Br:1])=[CH:3][CH:4]=2)[CH2:13][CH2:12]1)=[O:15])([CH3:20])([CH3:19])[CH3:18]. The catalyst class is: 2.